This data is from Catalyst prediction with 721,799 reactions and 888 catalyst types from USPTO. The task is: Predict which catalyst facilitates the given reaction. Product: [C:1]([N:5]1[C:10](=[O:11])[C:9]([Cl:12])=[C:8]([O:13][CH2:14][C:15]2[CH:20]=[CH:19][C:18]([O:21][CH:22]([CH2:35][CH3:36])[CH2:23][F:37])=[CH:17][CH:16]=2)[CH:7]=[N:6]1)([CH3:4])([CH3:3])[CH3:2]. The catalyst class is: 10. Reactant: [C:1]([N:5]1[C:10](=[O:11])[C:9]([Cl:12])=[C:8]([O:13][CH2:14][C:15]2[CH:20]=[CH:19][C:18]([O:21][CH:22]([CH2:35][CH3:36])[CH2:23]OS(C3C=CC(C)=CC=3)(=O)=O)=[CH:17][CH:16]=2)[CH:7]=[N:6]1)([CH3:4])([CH3:3])[CH3:2].[F-:37].[K+].C1N2CCOCCOCCN(CCOCCOCC2)CCOCCOC1.